Dataset: Forward reaction prediction with 1.9M reactions from USPTO patents (1976-2016). Task: Predict the product of the given reaction. (1) Given the reactants C([Li])CCC.C(NC(C)C)(C)C.[N:13]1[C:18]([CH3:19])=[CH:17][CH:16]=[CH:15][C:14]=1[CH3:20].CON(C)[C:24]([C:26]1[CH:34]=[CH:33][C:29]2[O:30][CH2:31][O:32][C:28]=2[CH:27]=1)=[O:25], predict the reaction product. The product is: [O:30]1[C:29]2[CH:33]=[CH:34][C:26]([C:24](=[O:25])[CH2:20][C:14]3[CH:15]=[CH:16][CH:17]=[C:18]([CH3:19])[N:13]=3)=[CH:27][C:28]=2[O:32][CH2:31]1. (2) The product is: [Cl:1][C:2]1[CH:3]=[CH:4][C:5]([CH:8]2[C:9]3[C:26]([CH2:27][CH3:28])=[N:31][N:30]([CH2:32][CH2:33][OH:34])[C:10]=3[C:11](=[O:24])[N:12]2[C:13]2[CH:14]=[C:15]([CH3:23])[C:16]3[O:20][N:19]=[C:18]([CH3:21])[C:17]=3[CH:22]=2)=[CH:6][CH:7]=1. Given the reactants [Cl:1][C:2]1[CH:7]=[CH:6][C:5]([CH:8]2[N:12]([C:13]3[CH:14]=[C:15]([CH3:23])[C:16]4[O:20][N:19]=[C:18]([CH3:21])[C:17]=4[CH:22]=3)[C:11](=[O:24])[C:10](=O)[CH:9]2[C:26](=O)[CH2:27][CH3:28])=[CH:4][CH:3]=1.[NH:30]([CH2:32][CH2:33][OH:34])[NH2:31], predict the reaction product. (3) Given the reactants [S:1]1[CH:5]=[CH:4][CH:3]=[C:2]1[CH:6]=O.[CH3:8][O:9][CH2:10][CH2:11][NH2:12].[C:13]1(=[O:24])[O:19][C:17](=O)[C:16]2=[CH:20][CH:21]=[CH:22][CH:23]=[C:15]2[CH2:14]1.[CH:25]([C:28]1[CH:34]=[CH:33][C:31]([NH2:32])=[CH:30][CH:29]=1)([CH3:27])[CH3:26], predict the reaction product. The product is: [CH:25]([C:28]1[CH:34]=[CH:33][C:31]([NH:32][C:13]([CH:14]2[C:15]3[C:16](=[CH:20][CH:21]=[CH:22][CH:23]=3)[C:17](=[O:19])[N:12]([CH2:11][CH2:10][O:9][CH3:8])[CH:6]2[C:2]2[S:1][CH:5]=[CH:4][CH:3]=2)=[O:24])=[CH:30][CH:29]=1)([CH3:27])[CH3:26]. (4) Given the reactants C(OC(=O)[NH:7][CH:8]1[CH2:13][CH2:12][NH:11][CH2:10][CH2:9]1)(C)(C)C.[F:15][C:16]1[CH:17]=[C:18]([CH:21]=[C:22]([C:24]([F:27])([F:26])[F:25])[CH:23]=1)[CH2:19]Br.C(N(C(C)C)CC)(C)C.FC(F)(F)C(O)=O, predict the reaction product. The product is: [F:15][C:16]1[CH:17]=[C:18]([CH:21]=[C:22]([C:24]([F:25])([F:26])[F:27])[CH:23]=1)[CH2:19][N:11]1[CH2:10][CH2:9][CH:8]([NH2:7])[CH2:13][CH2:12]1. (5) Given the reactants [C:1]([C:3]1[CH:16]=[CH:15][C:6]([O:7][CH2:8][CH:9]=[CH:10][C:11]([O:13][CH3:14])=[O:12])=[C:5](I)[CH:4]=1)#[N:2], predict the reaction product. The product is: [C:1]([C:3]1[CH:16]=[CH:15][C:6]2[O:7][CH2:8][CH:9]([CH2:10][C:11]([O:13][CH3:14])=[O:12])[C:5]=2[CH:4]=1)#[N:2]. (6) The product is: [Cl:12][C:11]1[C:6]2[N:7]([C:13]([C:15]3[CH:16]=[CH:17][C:18]([O:19][C:20]4[CH:25]=[CH:24][CH:23]=[C:22]([S:26]([CH2:29][CH3:30])(=[O:28])=[O:27])[CH:21]=4)=[CH:31][CH:32]=3)=[C:4]([CH:1]([CH3:3])[CH3:2])[N:5]=2)[CH:8]=[CH:9][CH:10]=1. Given the reactants [CH:1]([C:4]1[N:5]=[C:6]2[C:11]([Cl:12])=[CH:10][CH:9]=[CH:8][N:7]2[CH:13]=1)([CH3:3])[CH3:2].Br[C:15]1[CH:32]=[CH:31][C:18]([O:19][C:20]2[CH:25]=[CH:24][CH:23]=[C:22]([S:26]([CH2:29][CH3:30])(=[O:28])=[O:27])[CH:21]=2)=[CH:17][CH:16]=1, predict the reaction product. (7) Given the reactants [F:1][C:2]1[CH:10]=[C:9]2[C:5]([C:6]([C:18]3[CH:19]=[CH:20][C:21]4[S:25](=[O:27])(=[O:26])[N:24]([CH2:28][CH2:29][S:30](=[O:34])(=[O:33])[NH:31][CH3:32])[CH:23]([CH3:35])[C:22]=4[CH:36]=3)=[CH:7][N:8]2C(OC(C)(C)C)=O)=[CH:4][CH:3]=1, predict the reaction product. The product is: [F:1][C:2]1[CH:10]=[C:9]2[C:5]([C:6]([C:18]3[CH:19]=[CH:20][C:21]4[S:25](=[O:27])(=[O:26])[N:24]([CH2:28][CH2:29][S:30]([NH:31][CH3:32])(=[O:34])=[O:33])[CH:23]([CH3:35])[C:22]=4[CH:36]=3)=[CH:7][NH:8]2)=[CH:4][CH:3]=1.